This data is from Full USPTO retrosynthesis dataset with 1.9M reactions from patents (1976-2016). The task is: Predict the reactants needed to synthesize the given product. (1) The reactants are: [O:1]=[C:2]1[NH:8][C:7]2[N:9]=[CH:10][CH:11]=[CH:12][C:6]=2[CH2:5][CH2:4][N:3]1[CH:13]1[CH2:18][CH2:17][N:16](C(OC(C)(C)C)=O)[CH2:15][CH2:14]1.FC(F)(F)C(O)=O.[ClH:33].C(OCC)C. Given the product [ClH:33].[ClH:33].[NH:16]1[CH2:15][CH2:14][CH:13]([N:3]2[CH2:4][CH2:5][C:6]3[CH:12]=[CH:11][CH:10]=[N:9][C:7]=3[NH:8][C:2]2=[O:1])[CH2:18][CH2:17]1, predict the reactants needed to synthesize it. (2) Given the product [C:13]([NH:1][C@H:2]([C:10]([OH:12])=[O:11])[CH2:3][CH2:4][CH2:5][NH:6][C:7](=[NH:8])[NH2:9])(=[O:25])[CH2:14][CH2:15][CH2:16][CH2:17][CH2:18][CH2:19][CH2:20][CH2:21][CH2:22][CH2:23][CH3:24], predict the reactants needed to synthesize it. The reactants are: [NH2:1][C@H:2]([C:10]([OH:12])=[O:11])[CH2:3][CH2:4][CH2:5][NH:6][C:7](=[NH:9])[NH2:8].[C:13](Cl)(=[O:25])[CH2:14][CH2:15][CH2:16][CH2:17][CH2:18][CH2:19][CH2:20][CH2:21][CH2:22][CH2:23][CH3:24].Cl.[OH-].[Na+]. (3) Given the product [Cl:18][C:19]1[N:20]=[C:21]2[N:25]([C:26]=1[S:27]([NH:1][C:2]1[CH:3]=[C:4]3[C:8](=[CH:9][CH:10]=1)[NH:7][CH:6]=[C:5]3[C:11](=[O:17])[C:12]([N:14]([CH3:15])[CH3:16])=[O:13])(=[O:29])=[O:28])[CH:24]=[CH:23][S:22]2, predict the reactants needed to synthesize it. The reactants are: [NH2:1][C:2]1[CH:3]=[C:4]2[C:8](=[CH:9][CH:10]=1)[NH:7][CH:6]=[C:5]2[C:11](=[O:17])[C:12]([N:14]([CH3:16])[CH3:15])=[O:13].[Cl:18][C:19]1[N:20]=[C:21]2[N:25]([C:26]=1[S:27](Cl)(=[O:29])=[O:28])[CH:24]=[CH:23][S:22]2. (4) Given the product [CH2:31]([O:33][C:34](=[O:38])[CH2:35][CH2:36][NH:37][C:14]([C:16]1[S:17][CH:18]=[CH:19][C:20]=1[NH:21][C:22]1[CH:27]=[CH:26][N:25]=[C:24]2[NH:28][CH:29]=[CH:30][C:23]=12)=[O:15])[CH3:32], predict the reactants needed to synthesize it. The reactants are: C(OC(N1CCC(N[C:14]([C:16]2[S:17][CH:18]=[CH:19][C:20]=2[NH:21][C:22]2[CH:27]=[CH:26][N:25]=[C:24]3[NH:28][CH:29]=[CH:30][C:23]=23)=[O:15])C1)=O)(C)(C)C.[CH2:31]([O:33][C:34](=[O:38])[CH2:35][CH2:36][NH2:37])[CH3:32]. (5) Given the product [Br:1][C:2]1[C:3]([F:12])=[C:4]2[C:10]([NH:11][C:23]([C:14]3[CH:15]=[N:16][C:17]4[C:22](=[CH:21][CH:20]=[CH:19][CH:18]=4)[N:13]=3)=[O:24])=[CH:9][NH:8][C:5]2=[N:6][CH:7]=1, predict the reactants needed to synthesize it. The reactants are: [Br:1][C:2]1[C:3]([F:12])=[C:4]2[C:10]([NH2:11])=[CH:9][NH:8][C:5]2=[N:6][CH:7]=1.[N:13]1[C:22]2[C:17](=[CH:18][CH:19]=[CH:20][CH:21]=2)[N:16]=[CH:15][C:14]=1[C:23](O)=[O:24].C1N(P(Cl)(N2C(=O)OCC2)=O)C(=O)OC1.C(N(CC)CC)C.[Li+].[OH-]. (6) Given the product [F:16][C:11]([C:7]1[CH:8]=[CH:9][CH:10]=[C:5]([NH:4][C:2]2[S:3][CH:18]=[C:19]([C:20]([F:23])([F:22])[F:21])[N:1]=2)[CH:6]=1)([CH3:15])[C:12]([O:14][CH3:25])=[O:13], predict the reactants needed to synthesize it. The reactants are: [NH2:1][C:2]([NH:4][C:5]1[CH:6]=[C:7]([C:11]([F:16])([CH3:15])[C:12]([O-:14])=[O:13])[CH:8]=[CH:9][CH:10]=1)=[S:3].Br[CH2:18][C:19](=O)[C:20]([F:23])([F:22])[F:21].[C:25]([O-])(O)=O.[Na+]. (7) Given the product [Br:10][C:8]1[CH:7]=[C:4]2[C:3](=[C:2]([Cl:1])[CH:9]=1)[O:11][C:12](=[O:14])[CH:13]=[CH:5]2, predict the reactants needed to synthesize it. The reactants are: [Cl:1][C:2]1[CH:9]=[C:8]([Br:10])[CH:7]=[C:4]([CH:5]=O)[C:3]=1[OH:11].[C:12](OC(=O)C)(=[O:14])[CH3:13].C(N(CC)CC)C. (8) Given the product [O:8]=[C:9]1[C:18]2[CH:19]=[C:20]([S:23][CH2:24][C:25]([O:27][CH3:3])=[O:26])[CH:21]=[CH:22][C:17]=2[O:16][CH2:15][C:14]2[CH:13]=[CH:12][S:11][C:10]1=2, predict the reactants needed to synthesize it. The reactants are: CI.[C:3](=O)([O-])O.[K+].[O:8]=[C:9]1[C:18]2[CH:19]=[C:20]([S:23][CH2:24][C:25]([OH:27])=[O:26])[CH:21]=[CH:22][C:17]=2[O:16][CH2:15][C:14]2[CH:13]=[CH:12][S:11][C:10]1=2.